Dataset: NCI-60 drug combinations with 297,098 pairs across 59 cell lines. Task: Regression. Given two drug SMILES strings and cell line genomic features, predict the synergy score measuring deviation from expected non-interaction effect. (1) Synergy scores: CSS=44.9, Synergy_ZIP=-0.958, Synergy_Bliss=0.333, Synergy_Loewe=-0.922, Synergy_HSA=2.45. Drug 2: CC1=C(C(=O)C2=C(C1=O)N3CC4C(C3(C2COC(=O)N)OC)N4)N. Cell line: SNB-19. Drug 1: CC1=C2C(C(=O)C3(C(CC4C(C3C(C(C2(C)C)(CC1OC(=O)C(C(C5=CC=CC=C5)NC(=O)C6=CC=CC=C6)O)O)OC(=O)C7=CC=CC=C7)(CO4)OC(=O)C)O)C)OC(=O)C. (2) Drug 1: C1CCN(CC1)CCOC2=CC=C(C=C2)C(=O)C3=C(SC4=C3C=CC(=C4)O)C5=CC=C(C=C5)O. Drug 2: CS(=O)(=O)CCNCC1=CC=C(O1)C2=CC3=C(C=C2)N=CN=C3NC4=CC(=C(C=C4)OCC5=CC(=CC=C5)F)Cl. Cell line: SF-539. Synergy scores: CSS=0.441, Synergy_ZIP=0.295, Synergy_Bliss=-0.218, Synergy_Loewe=-1.96, Synergy_HSA=-1.83. (3) Drug 1: C1=CC(=C2C(=C1NCCNCCO)C(=O)C3=C(C=CC(=C3C2=O)O)O)NCCNCCO. Drug 2: CC1=C(C(=O)C2=C(C1=O)N3CC4C(C3(C2COC(=O)N)OC)N4)N. Cell line: SK-MEL-28. Synergy scores: CSS=54.8, Synergy_ZIP=0.198, Synergy_Bliss=5.86, Synergy_Loewe=8.58, Synergy_HSA=9.95. (4) Drug 1: C1=CC(=CC=C1CCCC(=O)O)N(CCCl)CCCl. Cell line: HCT116. Drug 2: CC=C1C(=O)NC(C(=O)OC2CC(=O)NC(C(=O)NC(CSSCCC=C2)C(=O)N1)C(C)C)C(C)C. Synergy scores: CSS=56.0, Synergy_ZIP=-7.50, Synergy_Bliss=-4.22, Synergy_Loewe=-8.05, Synergy_HSA=-3.02. (5) Drug 1: CC1C(C(CC(O1)OC2CC(CC3=C2C(=C4C(=C3O)C(=O)C5=C(C4=O)C(=CC=C5)OC)O)(C(=O)C)O)N)O.Cl. Drug 2: CCC1(C2=C(COC1=O)C(=O)N3CC4=CC5=C(C=CC(=C5CN(C)C)O)N=C4C3=C2)O.Cl. Cell line: PC-3. Synergy scores: CSS=11.4, Synergy_ZIP=-8.47, Synergy_Bliss=-8.72, Synergy_Loewe=-7.25, Synergy_HSA=-6.67. (6) Drug 1: C1=C(C(=O)NC(=O)N1)N(CCCl)CCCl. Drug 2: C1=CN(C=N1)CC(O)(P(=O)(O)O)P(=O)(O)O. Cell line: HCT116. Synergy scores: CSS=23.2, Synergy_ZIP=-3.39, Synergy_Bliss=-8.24, Synergy_Loewe=-11.1, Synergy_HSA=-5.81.